Dataset: Peptide-MHC class I binding affinity with 185,985 pairs from IEDB/IMGT. Task: Regression. Given a peptide amino acid sequence and an MHC pseudo amino acid sequence, predict their binding affinity value. This is MHC class I binding data. (1) The peptide sequence is GLKGPDIYK. The MHC is H-2-Kb with pseudo-sequence H-2-Kb. The binding affinity (normalized) is 0.0533. (2) The peptide sequence is ETVWPFFYA. The MHC is HLA-B15:01 with pseudo-sequence HLA-B15:01. The binding affinity (normalized) is 0.0847. (3) The peptide sequence is NSFELGVWV. The MHC is HLA-A02:06 with pseudo-sequence HLA-A02:06. The binding affinity (normalized) is 0.477. (4) The peptide sequence is LTKSITTT. The MHC is HLA-B27:05 with pseudo-sequence HLA-B27:05. The binding affinity (normalized) is 0. (5) The peptide sequence is AGLDNKFYL. The MHC is H-2-Kb with pseudo-sequence H-2-Kb. The binding affinity (normalized) is 0.193. (6) The peptide sequence is HQRRLVKLL. The MHC is HLA-A02:06 with pseudo-sequence HLA-A02:06. The binding affinity (normalized) is 0.0790.